This data is from Catalyst prediction with 721,799 reactions and 888 catalyst types from USPTO. The task is: Predict which catalyst facilitates the given reaction. (1) Reactant: [NH2:1][CH:2]([CH2:6][CH2:7][CH2:8][CH2:9][CH2:10][CH3:11])[C:3]([OH:5])=[O:4].[C:12](O[C:12]([O:14][C:15]([CH3:18])([CH3:17])[CH3:16])=[O:13])([O:14][C:15]([CH3:18])([CH3:17])[CH3:16])=[O:13].CS(C)=O. Product: [C:15]([O:14][C:12]([NH:1][CH:2]([CH2:6][CH2:7][CH2:8][CH2:9][CH2:10][CH3:11])[C:3]([OH:5])=[O:4])=[O:13])([CH3:18])([CH3:17])[CH3:16]. The catalyst class is: 12. (2) Reactant: [N+]([C:4]1[CH:33]=[CH:32][CH:31]=[CH:30][C:5]=1[C:6]([NH:8][CH:9]([C:11]1[N:16]=[N:15][C:14]([NH:17][C:18]2[CH:23]=[C:22]([O:24][CH3:25])[C:21]([O:26][CH3:27])=[C:20]([O:28][CH3:29])[CH:19]=2)=[N:13][CH:12]=1)[CH3:10])=[O:7])([O-])=O.NC(C1N=NC(NC2C=C(OC)C(OC)=C(OC)C=2)=NC=1)C.C(N(CC)CC)C.[Br:63]C1C=CC=CC=1C(Cl)=O. Product: [Br:63][C:4]1[CH:33]=[CH:32][CH:31]=[CH:30][C:5]=1[C:6]([NH:8][CH:9]([C:11]1[N:16]=[N:15][C:14]([NH:17][C:18]2[CH:23]=[C:22]([O:24][CH3:25])[C:21]([O:26][CH3:27])=[C:20]([O:28][CH3:29])[CH:19]=2)=[N:13][CH:12]=1)[CH3:10])=[O:7]. The catalyst class is: 4.